Dataset: Full USPTO retrosynthesis dataset with 1.9M reactions from patents (1976-2016). Task: Predict the reactants needed to synthesize the given product. Given the product [CH3:30][C:29]1[S:31][CH:2]=[C:1]([C:4]2[CH:8]=[C:7]([C:9]([O:11][CH3:12])=[O:10])[NH:6][N:5]=2)[N:32]=1, predict the reactants needed to synthesize it. The reactants are: [C:1]([C:4]1[CH:8]=[C:7]([C:9]([O:11][CH3:12])=[O:10])[NH:6][N:5]=1)(=O)[CH3:2].BrBr.BrC(Br)C(C1C=C(C(OC)=O)NN=1)=O.[C:29]([NH2:32])(=[S:31])[CH3:30].